Dataset: Full USPTO retrosynthesis dataset with 1.9M reactions from patents (1976-2016). Task: Predict the reactants needed to synthesize the given product. (1) Given the product [Cl:1][C:2]1[CH:3]=[C:4]([CH:22]=[CH:23][C:24]=1[Cl:25])[CH2:5][C:6]1[C:11](=[O:12])[NH:10][C:9]([CH3:13])=[N:8][C:7]=1[C:18]([F:21])([F:20])[F:19], predict the reactants needed to synthesize it. The reactants are: [Cl:1][C:2]1[CH:3]=[C:4]([CH:22]=[CH:23][C:24]=1[Cl:25])[CH2:5][C:6]1[C:11](=[O:12])[NH:10][C:9]([CH2:13]C(OC)=O)=[N:8][C:7]=1[C:18]([F:21])([F:20])[F:19].[OH-].[Li+].Cl. (2) Given the product [OH:9][C@H:7]([C:5]1[NH:4][N:3]=[C:2]([O:1][S:16]([C:13]2[CH:14]=[CH:15][C:10]([CH3:20])=[CH:11][CH:12]=2)(=[O:18])=[O:17])[CH:6]=1)[CH3:8], predict the reactants needed to synthesize it. The reactants are: [OH:1][C:2]1[CH:6]=[C:5]([C@@H:7]([OH:9])[CH3:8])[NH:4][N:3]=1.[C:10]1([CH3:20])[CH:15]=[CH:14][C:13]([S:16](Cl)(=[O:18])=[O:17])=[CH:12][CH:11]=1.C(N(CC)CC)C. (3) Given the product [F:2][C:3]1([F:9])[CH2:7][CH2:6][CH:5]([NH:8][C:10](=[O:11])[O:12][CH2:13][C:14]2[CH:19]=[CH:18][CH:17]=[CH:16][CH:15]=2)[CH2:4]1, predict the reactants needed to synthesize it. The reactants are: Cl.[F:2][C:3]1([F:9])[CH2:7][CH2:6][CH:5]([NH2:8])[CH2:4]1.[C:10](Cl)([O:12][CH2:13][C:14]1[CH:19]=[CH:18][CH:17]=[CH:16][CH:15]=1)=[O:11].O. (4) Given the product [CH3:22][C:17]([C:14]1[CH:13]=[CH:12][C:11]([CH2:10][CH2:9][CH2:8][CH2:7][C:1]2[CH:2]=[CH:3][CH:4]=[CH:5][CH:6]=2)=[CH:16][CH:15]=1)([CH3:24])[C:18]([O:20][CH3:21])=[O:19], predict the reactants needed to synthesize it. The reactants are: [C:1]1([CH2:7][CH2:8][CH2:9][CH2:10][C:11]2[CH:16]=[CH:15][C:14]([CH:17]([CH3:22])[C:18]([O:20][CH3:21])=[O:19])=[CH:13][CH:12]=2)[CH:6]=[CH:5][CH:4]=[CH:3][CH:2]=1.[Li+].[CH3:24][Si]([N-][Si](C)(C)C)(C)C.C1(C)C=CC=CC=1.CI. (5) Given the product [C@@H:6]1([O:24][C:25]2[C:29]([CH2:30][C:31]3[CH:32]=[CH:33][C:34]([CH2:37][CH2:38][CH2:39][C:40](=[O:48])[NH:41][C:42]([C:45]([N:80]4[CH2:81][CH2:82][N:77]([CH2:76][CH2:75][OH:74])[CH2:78][CH2:79]4)=[O:46])([CH3:44])[CH3:43])=[CH:35][CH:36]=3)=[C:28]([CH:49]([CH3:51])[CH3:50])[NH:27][N:26]=2)[O:7][C@H:8]([CH2:19][OH:20])[C@H:9]([OH:15])[C@H:10]([OH:11])[C@H:5]1[OH:4], predict the reactants needed to synthesize it. The reactants are: C([O:4][C@@H:5]1[C@@H:10]([O:11]C(=O)C)[C@@H:9]([O:15]C(=O)C)[C@@H:8]([CH2:19][O:20]C(=O)C)[O:7][C@H:6]1[O:24][C:25]1[C:29]([CH2:30][C:31]2[CH:36]=[CH:35][C:34]([CH2:37][CH2:38][CH2:39][C:40](=[O:48])[NH:41][C:42]([C:45](O)=[O:46])([CH3:44])[CH3:43])=[CH:33][CH:32]=2)=[C:28]([CH:49]([CH3:51])[CH3:50])[NH:27][N:26]=1)(=O)C.Cl.C(N=C=NCCCN(C)C)C.ON1C2C=CC=CC=2N=N1.[OH:74][CH2:75][CH2:76][N:77]1[CH2:82][CH2:81][NH:80][CH2:79][CH2:78]1.[OH-].[Na+]. (6) The reactants are: [CH2:1]([CH:8]1[CH2:12][O:11][C:10](=[O:13])[N:9]1[C:14](=[O:37])[CH:15]([C:20]1[CH:21]=[C:22]([C:27]2[CH:32]=[CH:31][C:30]([C:33]([F:36])([F:35])[F:34])=[CH:29][CH:28]=2)[CH:23]=[C:24]([OH:26])[CH:25]=1)[CH2:16][CH:17]([CH3:19])[CH3:18])[C:2]1[CH:7]=[CH:6][CH:5]=[CH:4][CH:3]=1.N1C=CC=CC=1.[F:44][C:45]([F:58])([F:57])[S:46](O[S:46]([C:45]([F:58])([F:57])[F:44])(=[O:48])=[O:47])(=[O:48])=[O:47].Cl. Given the product [CH2:1]([CH:8]1[CH2:12][O:11][C:10](=[O:13])[N:9]1[C:14]([CH:15]([C:20]1[CH:25]=[C:24]([O:26][S:46]([C:45]([F:58])([F:57])[F:44])(=[O:48])=[O:47])[CH:23]=[C:22]([C:27]2[CH:28]=[CH:29][C:30]([C:33]([F:34])([F:36])[F:35])=[CH:31][CH:32]=2)[CH:21]=1)[CH2:16][CH:17]([CH3:19])[CH3:18])=[O:37])[C:2]1[CH:7]=[CH:6][CH:5]=[CH:4][CH:3]=1, predict the reactants needed to synthesize it.